Dataset: Forward reaction prediction with 1.9M reactions from USPTO patents (1976-2016). Task: Predict the product of the given reaction. (1) Given the reactants [CH3:1][S:2]([C:5]1[S:9][C:8]([C:10](O)=[O:11])=[C:7]2[CH2:13][C:14]([CH3:19])([CH3:18])[CH2:15][C:16](=[O:17])[C:6]=12)(=[O:4])=[O:3].O=S(Cl)[Cl:22], predict the reaction product. The product is: [CH3:1][S:2]([C:5]1[S:9][C:8]([C:10]([Cl:22])=[O:11])=[C:7]2[CH2:13][C:14]([CH3:19])([CH3:18])[CH2:15][C:16](=[O:17])[C:6]=12)(=[O:4])=[O:3]. (2) Given the reactants [CH2:1]([O:3][C:4]([C:6]1[C:11](=[O:12])NC2SC=CC=2C=1Cl)=[O:5])[CH3:2].[CH3:17][O:18][C:19]([C:21]1[CH:25]=[CH:24][S:23][C:22]=1[NH2:26])=[O:20].C(C(C(Cl)=O)C(Cl)=O)C, predict the reaction product. The product is: [CH3:17][O:18][C:19]([C:21]1[CH:25]=[CH:24][S:23][C:22]=1[NH:26][C:11](=[O:12])[CH2:6][C:4]([O:3][CH2:1][CH3:2])=[O:5])=[O:20].